From a dataset of Reaction yield outcomes from USPTO patents with 853,638 reactions. Predict the reaction yield, written as a fraction of the theoretical maximum amount of product (1.0 means a 100% yield; for example, 0.34 means a 34% yield). (1) The reactants are [SH:1][C:2]1[C:11]([C:12]#[N:13])=[C:10]([C:14]2[S:15][CH:16]=[CH:17][CH:18]=2)[C:9]2[CH2:8][CH2:7][CH2:6][CH2:5][C:4]=2[N:3]=1.C([O-])([O-])=O.[K+].[K+].Br[CH:26]([C:31]1[CH:36]=[CH:35][CH:34]=[CH:33][CH:32]=1)[C:27]([O:29][CH3:30])=[O:28]. The catalyst is CC(C)=O. The product is [C:12]([C:11]1[C:2]([S:1][CH:26]([C:31]2[CH:36]=[CH:35][CH:34]=[CH:33][CH:32]=2)[C:27]([O:29][CH3:30])=[O:28])=[N:3][C:4]2[CH2:5][CH2:6][CH2:7][CH2:8][C:9]=2[C:10]=1[C:14]1[S:15][CH:16]=[CH:17][CH:18]=1)#[N:13]. The yield is 0.650. (2) The reactants are [N:1]([CH2:4][CH:5]1[CH2:9][C:8]2[CH:10]=[CH:11][CH:12]=[C:13]([C:14]3[CH:19]=[CH:18][CH:17]=[C:16]([Cl:20])[CH:15]=3)[C:7]=2[O:6]1)=[N+]=[N-]. The catalyst is [Pt]. The product is [Cl:20][C:16]1[CH:15]=[C:14]([C:13]2[C:7]3[O:6][CH:5]([CH2:4][NH2:1])[CH2:9][C:8]=3[CH:10]=[CH:11][CH:12]=2)[CH:19]=[CH:18][CH:17]=1. The yield is 0.740. (3) The reactants are [CH:1]([N:4]1[CH2:9][CH2:8][CH:7]([O:10][C:11]2[CH:19]=[CH:18][C:17]3[N:16]4[CH2:20][C@@H:21]([CH3:25])[NH:22][C:23](=[O:24])[C:15]4=[CH:14][C:13]=3[CH:12]=2)[CH2:6][CH2:5]1)([CH3:3])[CH3:2].[CH3:26][O:27][CH2:28][CH2:29]Br.[H-].[Na+]. No catalyst specified. The product is [CH:1]([N:4]1[CH2:9][CH2:8][CH:7]([O:10][C:11]2[CH:19]=[CH:18][C:17]3[N:16]4[CH2:20][C@@H:21]([CH3:25])[N:22]([CH2:29][CH2:28][O:27][CH3:26])[C:23](=[O:24])[C:15]4=[CH:14][C:13]=3[CH:12]=2)[CH2:6][CH2:5]1)([CH3:3])[CH3:2]. The yield is 0.490. (4) The reactants are CCOP(OCC)([CH2:6][C:7]#[N:8])=O.CC(C)([O-])C.[K+].O=[C:19]1[CH2:22][N:21]([C:23]([O:25][C:26]([CH3:29])([CH3:28])[CH3:27])=[O:24])[CH2:20]1. The catalyst is O1CCCC1.O.[Cl-].[Na+]. The product is [C:7]([CH:6]=[C:19]1[CH2:22][N:21]([C:23]([O:25][C:26]([CH3:29])([CH3:28])[CH3:27])=[O:24])[CH2:20]1)#[N:8]. The yield is 0.610. (5) The reactants are Br[C:2]1[CH:3]=[C:4]([NH:10][C:11]2[CH:16]=[CH:15][N:14]=[C:13]([CH:17]3[CH2:19][CH2:18]3)[N:12]=2)[C:5](=[O:9])[N:6]([CH3:8])[CH:7]=1.[B:20]1([B:20]2[O:24][C:23]([CH3:26])([CH3:25])[C:22]([CH3:28])([CH3:27])[O:21]2)[O:24][C:23]([CH3:26])([CH3:25])[C:22]([CH3:28])([CH3:27])[O:21]1.CC(C1C=C(C(C)C)C(C2C=CC=CC=2P(C2CCCCC2)C2CCCCC2)=C(C(C)C)C=1)C.C([O-])(=O)C.[K+]. The catalyst is C1C=CC(/C=C/C(/C=C/C2C=CC=CC=2)=O)=CC=1.C1C=CC(/C=C/C(/C=C/C2C=CC=CC=2)=O)=CC=1.C1C=CC(/C=C/C(/C=C/C2C=CC=CC=2)=O)=CC=1.[Pd].[Pd].O1CCOCC1. The product is [CH:17]1([C:13]2[N:12]=[C:11]([NH:10][C:4]3[C:5](=[O:9])[N:6]([CH3:8])[CH:7]=[C:2]([B:20]4[O:24][C:23]([CH3:26])([CH3:25])[C:22]([CH3:28])([CH3:27])[O:21]4)[CH:3]=3)[CH:16]=[CH:15][N:14]=2)[CH2:19][CH2:18]1. The yield is 0.940. (6) The reactants are Cl.[NH2:2][CH2:3][C:4]1[CH:5]=[C:6]2[C:10](=[CH:11][CH:12]=1)[C:9](=[O:13])[N:8]([CH:14]1[CH2:19][CH2:18][C:17](=[O:20])[NH:16][C:15]1=[O:21])[CH2:7]2.[F:22][C:23]([F:34])([F:33])[C:24]1[CH:25]=[C:26]([CH:30]=[CH:31][CH:32]=1)[C:27](Cl)=[O:28].C(N(CC)CC)C.Cl. The catalyst is CN(C)C=O. The product is [O:21]=[C:15]1[CH:14]([N:8]2[CH2:7][C:6]3[C:10](=[CH:11][CH:12]=[C:4]([CH2:3][NH:2][C:27](=[O:28])[C:26]4[CH:30]=[CH:31][CH:32]=[C:24]([C:23]([F:22])([F:33])[F:34])[CH:25]=4)[CH:5]=3)[C:9]2=[O:13])[CH2:19][CH2:18][C:17](=[O:20])[NH:16]1. The yield is 0.660. (7) The reactants are [CH3:1][C:2]([CH3:12])=[CH:3][C:4]1[CH:5]=[C:6]([CH:9]=[CH:10][CH:11]=1)[CH2:7][NH2:8]. The catalyst is C(O)C.[C].[Pd]. The product is [CH2:3]([C:4]1[CH:5]=[C:6]([CH:9]=[CH:10][CH:11]=1)[CH2:7][NH2:8])[CH:2]([CH3:12])[CH3:1]. The yield is 0.566. (8) The reactants are [Cl:1][C:2]1[CH:33]=[CH:32][C:5]([CH2:6][CH2:7][NH:8][C:9]([C:11]2[CH:31]=[CH:30][C:14]([O:15][C:16]3[CH:25]=[C:24]4[C:19]([CH:20]([C:26]([O:28]C)=[O:27])[CH2:21][CH2:22][O:23]4)=[CH:18][CH:17]=3)=[CH:13][CH:12]=2)=[O:10])=[CH:4][CH:3]=1.CO.[OH-].[Na+]. The catalyst is C1COCC1.C(Cl)Cl. The product is [Cl:1][C:2]1[CH:3]=[CH:4][C:5]([CH2:6][CH2:7][NH:8][C:9]([C:11]2[CH:12]=[CH:13][C:14]([O:15][C:16]3[CH:25]=[C:24]4[C:19]([CH:20]([C:26]([OH:28])=[O:27])[CH2:21][CH2:22][O:23]4)=[CH:18][CH:17]=3)=[CH:30][CH:31]=2)=[O:10])=[CH:32][CH:33]=1. The yield is 0.378. (9) The reactants are [NH2:1][C:2]1[CH:3]=[C:4]([OH:8])[CH:5]=[CH:6][CH:7]=1.[F:9][C:10]([F:23])([O:14][C:15]1[CH:16]=[C:17]([CH:20]=[CH:21][CH:22]=1)[CH:18]=O)[CH:11]([F:13])[F:12].C(O[BH-](OC(=O)C)OC(=O)C)(=O)C.[Na+].C(O)(=O)C. The catalyst is ClCCCl.O. The product is [F:9][C:10]([F:23])([O:14][C:15]1[CH:16]=[C:17]([CH2:18][NH:1][C:2]2[CH:3]=[C:4]([OH:8])[CH:5]=[CH:6][CH:7]=2)[CH:20]=[CH:21][CH:22]=1)[CH:11]([F:12])[F:13]. The yield is 0.780. (10) The reactants are [OH-].[Na+:2].C[O:4][C:5]([CH:7]1[CH2:12][CH2:11][CH:10]([NH:13][C:14]2[N:19]=[C:18]([N:20]3[C:28]4[C:23](=[C:24]([O:29][CH2:30][CH2:31][CH2:32][S:33]([CH3:36])(=[O:35])=[O:34])[CH:25]=[CH:26][CH:27]=4)[CH:22]=[CH:21]3)[CH:17]=[CH:16][N:15]=2)[CH2:9][CH2:8]1)=[O:6]. The catalyst is O.CC(O)C. The product is [CH3:36][S:33]([CH2:32][CH2:31][CH2:30][O:29][C:24]1[CH:25]=[CH:26][CH:27]=[C:28]2[C:23]=1[CH:22]=[CH:21][N:20]2[C:18]1[CH:17]=[CH:16][N:15]=[C:14]([NH:13][CH:10]2[CH2:11][CH2:12][CH:7]([C:5]([O-:6])=[O:4])[CH2:8][CH2:9]2)[N:19]=1)(=[O:35])=[O:34].[Na+:2]. The yield is 0.969.